From a dataset of Reaction yield outcomes from USPTO patents with 853,638 reactions. Predict the reaction yield, written as a fraction of the theoretical maximum amount of product (1.0 means a 100% yield; for example, 0.34 means a 34% yield). (1) The reactants are C([NH:5][S:6]([C:9]1[CH:14]=[CH:13][CH:12]=[C:11]([C:15]2[N:16]=[CH:17][N:18]([C:20]3[N:25]=[C:24]([C:26]([F:29])([F:28])[F:27])[CH:23]=[C:22]([C:30]4[CH:35]=[CH:34][C:33]([F:36])=[CH:32][CH:31]=4)[N:21]=3)[CH:19]=2)[CH:10]=1)(=[O:8])=[O:7])(C)(C)C.C(O)(C(F)(F)F)=O. The catalyst is ClCCl. The product is [F:36][C:33]1[CH:32]=[CH:31][C:30]([C:22]2[CH:23]=[C:24]([C:26]([F:27])([F:28])[F:29])[N:25]=[C:20]([N:18]3[CH:19]=[C:15]([C:11]4[CH:10]=[C:9]([S:6]([NH2:5])(=[O:7])=[O:8])[CH:14]=[CH:13][CH:12]=4)[N:16]=[CH:17]3)[N:21]=2)=[CH:35][CH:34]=1. The yield is 0.480. (2) The reactants are C[O:2][C:3]1[N:4]=[N:5][C:6]([S:9]([N:12]2[CH:16]=[CH:15][CH:14]=[CH:13]2)(=[O:11])=[O:10])=[CH:7][CH:8]=1.Cl. The catalyst is O1CCOCC1. The product is [N:12]1([S:9]([C:6]2[CH:7]=[CH:8][C:3](=[O:2])[NH:4][N:5]=2)(=[O:11])=[O:10])[CH:16]=[CH:15][CH:14]=[CH:13]1. The yield is 0.690. (3) The reactants are [C:1](Cl)(=[O:4])[CH:2]=[CH2:3].[CH3:6][NH:7][CH2:8][C:9]1[N:10]([CH3:18])[C:11]2[C:16]([CH:17]=1)=[CH:15][CH:14]=[CH:13][CH:12]=2.C(N(CC)CC)C. The catalyst is C(Cl)Cl. The product is [CH3:6][N:7]([CH2:8][C:9]1[N:10]([CH3:18])[C:11]2[C:16]([CH:17]=1)=[CH:15][CH:14]=[CH:13][CH:12]=2)[C:1](=[O:4])[CH:2]=[CH2:3]. The yield is 0.760. (4) The reactants are [N:1]([CH2:4][C@H:5]([CH3:26])[C@@H:6]([O:18][Si:19]([C:22]([CH3:25])([CH3:24])[CH3:23])([CH3:21])[CH3:20])[C@H:7]([NH:10][C:11](=[O:17])[O:12][C:13]([CH3:16])([CH3:15])[CH3:14])[CH2:8][OH:9])=[N+:2]=[N-:3].[CH3:27][S:28](Cl)(=[O:30])=[O:29]. The catalyst is N1C=CC=CC=1.CN(C1C=CN=CC=1)C.CCOCC.C(OCC)(=O)C. The product is [CH3:27][S:28]([O:9][CH2:8][C@@H:7]([NH:10][C:11]([O:12][C:13]([CH3:16])([CH3:14])[CH3:15])=[O:17])[C@H:6]([O:18][Si:19]([C:22]([CH3:25])([CH3:24])[CH3:23])([CH3:20])[CH3:21])[C@@H:5]([CH3:26])[CH2:4][N:1]=[N+:2]=[N-:3])(=[O:30])=[O:29]. The yield is 0.900. (5) The reactants are [C:1]([O:5][C:6]([N:8]1[CH2:12][CH2:11][CH2:10][CH:9]1[C:13]1[NH:14][C:15]([C:18]2[S:22][CH:21]3[CH:23]=[C:24](Br)[S:25][CH:20]3[CH:19]=2)=[CH:16][N:17]=1)=[O:7])([CH3:4])([CH3:3])[CH3:2].[B:27]1([B:27]2[O:31][C:30]([CH3:33])([CH3:32])[C:29]([CH3:35])([CH3:34])[O:28]2)[O:31][C:30]([CH3:33])([CH3:32])[C:29]([CH3:35])([CH3:34])[O:28]1.CC([O-])=O.[K+]. The catalyst is O1CCOCC1.C1C=CC(P(C2C=CC=CC=2)[C-]2C=CC=C2)=CC=1.C1C=CC(P(C2C=CC=CC=2)[C-]2C=CC=C2)=CC=1.Cl[Pd]Cl.[Fe+2]. The product is [C:1]([O:5][C:6]([N:8]1[CH2:12][CH2:11][CH2:10][CH:9]1[C:13]1[NH:14][C:15]([C:18]2[S:22][CH:21]3[CH:23]=[C:24]([B:27]4[O:31][C:30]([CH3:33])([CH3:32])[C:29]([CH3:35])([CH3:34])[O:28]4)[S:25][CH:20]3[CH:19]=2)=[CH:16][N:17]=1)=[O:7])([CH3:4])([CH3:3])[CH3:2]. The yield is 0.530. (6) The reactants are [I:1][C:2]1[C:6]([C:7](O)=[O:8])=[CH:5][N:4]([CH:10]2[CH2:15][CH2:14][CH2:13][CH2:12][O:11]2)[N:3]=1. The catalyst is C1COCC1. The product is [I:1][C:2]1[C:6]([CH2:7][OH:8])=[CH:5][N:4]([CH:10]2[CH2:15][CH2:14][CH2:13][CH2:12][O:11]2)[N:3]=1. The yield is 0.470.